From a dataset of NCI-60 drug combinations with 297,098 pairs across 59 cell lines. Regression. Given two drug SMILES strings and cell line genomic features, predict the synergy score measuring deviation from expected non-interaction effect. (1) Cell line: SF-268. Drug 1: CC1C(C(CC(O1)OC2CC(OC(C2O)C)OC3=CC4=CC5=C(C(=O)C(C(C5)C(C(=O)C(C(C)O)O)OC)OC6CC(C(C(O6)C)O)OC7CC(C(C(O7)C)O)OC8CC(C(C(O8)C)O)(C)O)C(=C4C(=C3C)O)O)O)O. Synergy scores: CSS=44.3, Synergy_ZIP=-0.454, Synergy_Bliss=-0.931, Synergy_Loewe=-16.9, Synergy_HSA=-1.60. Drug 2: C1C(C(OC1N2C=NC3=C2NC=NCC3O)CO)O. (2) Drug 1: C1CCC(CC1)NC(=O)N(CCCl)N=O. Drug 2: CC12CCC3C(C1CCC2O)C(CC4=C3C=CC(=C4)O)CCCCCCCCCS(=O)CCCC(C(F)(F)F)(F)F. Cell line: BT-549. Synergy scores: CSS=19.7, Synergy_ZIP=1.06, Synergy_Bliss=6.92, Synergy_Loewe=4.98, Synergy_HSA=5.61. (3) Drug 1: CC12CCC(CC1=CCC3C2CCC4(C3CC=C4C5=CN=CC=C5)C)O. Drug 2: CC1C(C(CC(O1)OC2CC(CC3=C2C(=C4C(=C3O)C(=O)C5=C(C4=O)C(=CC=C5)OC)O)(C(=O)C)O)N)O.Cl. Cell line: LOX IMVI. Synergy scores: CSS=22.5, Synergy_ZIP=-9.19, Synergy_Bliss=-6.38, Synergy_Loewe=-4.06, Synergy_HSA=-1.82. (4) Drug 1: CS(=O)(=O)OCCCCOS(=O)(=O)C. Drug 2: CC(C)(C#N)C1=CC(=CC(=C1)CN2C=NC=N2)C(C)(C)C#N. Cell line: M14. Synergy scores: CSS=0.303, Synergy_ZIP=3.77, Synergy_Bliss=7.61, Synergy_Loewe=1.68, Synergy_HSA=1.05. (5) Drug 1: CC12CCC(CC1=CCC3C2CCC4(C3CC=C4C5=CN=CC=C5)C)O. Drug 2: CC1=C(C(=O)C2=C(C1=O)N3CC4C(C3(C2COC(=O)N)OC)N4)N. Cell line: UO-31. Synergy scores: CSS=25.5, Synergy_ZIP=3.64, Synergy_Bliss=8.61, Synergy_Loewe=8.64, Synergy_HSA=10.7.